Dataset: Peptide-MHC class I binding affinity with 185,985 pairs from IEDB/IMGT. Task: Regression. Given a peptide amino acid sequence and an MHC pseudo amino acid sequence, predict their binding affinity value. This is MHC class I binding data. (1) The binding affinity (normalized) is 0. The peptide sequence is WMMWYWGPSL. The MHC is HLA-A68:01 with pseudo-sequence HLA-A68:01. (2) The peptide sequence is ASYSGKAADVW. The MHC is HLA-B58:01 with pseudo-sequence HLA-B58:01. The binding affinity (normalized) is 1.00. (3) The peptide sequence is LYRYIQWLR. The MHC is HLA-A68:02 with pseudo-sequence HLA-A68:02. The binding affinity (normalized) is 0.0847.